From a dataset of Reaction yield outcomes from USPTO patents with 853,638 reactions. Predict the reaction yield, written as a fraction of the theoretical maximum amount of product (1.0 means a 100% yield; for example, 0.34 means a 34% yield). The reactants are CO[C:3](=[O:20])[C:4]([OH:19])=[CH:5][C:6](=[O:18])[N:7]([O:16][CH3:17])[CH2:8][C:9]1[CH:14]=[CH:13][C:12]([CH3:15])=[CH:11][CH:10]=1.C=O.CN.ClC1C=C(C=CC=1Cl)[CH2:29][N:30](C)[C:31](C1CN(C)C(=O)C=1O)=O. No catalyst specified. The product is [CH3:17][O:16][N:7]([CH2:8][C:9]1[CH:10]=[CH:11][C:12]([CH3:15])=[CH:13][CH:14]=1)[C:6]([C:5]1[CH2:29][N:30]([CH3:31])[C:3](=[O:20])[C:4]=1[OH:19])=[O:18]. The yield is 0.410.